Dataset: Full USPTO retrosynthesis dataset with 1.9M reactions from patents (1976-2016). Task: Predict the reactants needed to synthesize the given product. The reactants are: [Cl:1][C:2]1[N:7]=[C:6]([CH2:8][C:9]([C:11]2[CH:12]=[C:13]([NH:17][C:18](=[O:27])[C:19]3[C:24]([F:25])=[CH:23][CH:22]=[CH:21][C:20]=3[F:26])[CH:14]=[CH:15][CH:16]=2)=O)[CH:5]=[CH:4][N:3]=1.C1C(=O)N(Br)C(=O)C1.[N:36]1([CH2:42][CH2:43][CH2:44][NH:45][C:46]([NH2:48])=[S:47])[CH2:41][CH2:40][O:39][CH2:38][CH2:37]1. Given the product [Cl:1][C:2]1[N:7]=[C:6]([C:8]2[S:47][C:46]([NH:45][CH2:44][CH2:43][CH2:42][N:36]3[CH2:37][CH2:38][O:39][CH2:40][CH2:41]3)=[N:48][C:9]=2[C:11]2[CH:12]=[C:13]([NH:17][C:18](=[O:27])[C:19]3[C:24]([F:25])=[CH:23][CH:22]=[CH:21][C:20]=3[F:26])[CH:14]=[CH:15][CH:16]=2)[CH:5]=[CH:4][N:3]=1, predict the reactants needed to synthesize it.